From a dataset of Full USPTO retrosynthesis dataset with 1.9M reactions from patents (1976-2016). Predict the reactants needed to synthesize the given product. (1) Given the product [F:52][C:2]1([F:1])[CH2:7][C@@H:6]([O:8][C:9]2[C:14]([CH3:15])=[CH:13][C:12]([S:16]([NH:19][C:20]3[CH:25]=[CH:24][N:23]=[CH:22][N:21]=3)(=[O:17])=[O:18])=[C:11]([F:37])[CH:10]=2)[C@H:5]([C:38]2[CH:42]=[N:41][NH:40][CH:39]=2)[CH2:4][CH2:3]1, predict the reactants needed to synthesize it. The reactants are: [F:1][C:2]1([F:52])[CH2:7][C@@H:6]([O:8][C:9]2[C:14]([CH3:15])=[CH:13][C:12]([S:16]([N:19](CC3C=CC(OC)=CC=3OC)[C:20]3[CH:25]=[CH:24][N:23]=[CH:22][N:21]=3)(=[O:18])=[O:17])=[C:11]([F:37])[CH:10]=2)[C@H:5]([C:38]2[CH:39]=[N:40][N:41](CC3C=CC(OC)=CC=3)[CH:42]=2)[CH2:4][CH2:3]1.C([SiH](CC)CC)C.FC(F)(F)C(O)=O. (2) Given the product [C:1]([C:3]1[CH:4]=[C:5]([C:13]2[S:17][C:16]([C:18]3[CH:27]=[CH:26][CH:25]=[C:24]4[C:19]=3[CH2:20][CH2:21][CH2:22][C@@H:23]4[NH:28][S:29]([CH2:32][CH2:33][C:34]([NH:40][CH3:39])=[O:36])(=[O:30])=[O:31])=[N:15][N:14]=2)[CH:6]=[CH:7][C:8]=1[O:9][CH:10]([CH3:12])[CH3:11])#[N:2], predict the reactants needed to synthesize it. The reactants are: [C:1]([C:3]1[CH:4]=[C:5]([C:13]2[S:17][C:16]([C:18]3[CH:27]=[CH:26][CH:25]=[C:24]4[C:19]=3[CH2:20][CH2:21][CH2:22][C@@H:23]4[NH:28][S:29]([CH2:32][CH2:33][C:34]([O:36]CC)=O)(=[O:31])=[O:30])=[N:15][N:14]=2)[CH:6]=[CH:7][C:8]=1[O:9][CH:10]([CH3:12])[CH3:11])#[N:2].[CH3:39][NH2:40]. (3) Given the product [OH:8][C:9]1[C:34]([O:35][CH3:36])=[CH:33][C:12]2[C:13]3[N:18]([CH:19]([C:21]([CH3:25])([CH3:26])[CH2:22][O:23][CH3:24])[CH2:20][C:11]=2[CH:10]=1)[CH:17]=[C:16]([C:27]([O:29][CH2:30][CH3:31])=[O:28])[C:15](=[O:32])[CH:14]=3, predict the reactants needed to synthesize it. The reactants are: C([O:8][C:9]1[C:34]([O:35][CH3:36])=[CH:33][C:12]2[C:13]3[N:18]([CH:19]([C:21]([CH3:26])([CH3:25])[CH2:22][O:23][CH3:24])[CH2:20][C:11]=2[CH:10]=1)[CH:17]=[C:16]([C:27]([O:29][CH2:30][CH3:31])=[O:28])[C:15](=[O:32])[CH:14]=3)C1C=CC=CC=1.[H][H]. (4) Given the product [CH3:17][C:18]1[C:23]([F:24])=[C:22]([C:7]2[CH:12]=[CH:11][C:10]([C:13]([F:16])([F:15])[F:14])=[CH:9][CH:8]=2)[N:21]=[C:20]([F:26])[C:19]=1[F:27], predict the reactants needed to synthesize it. The reactants are: C([Li])CCC.Br[C:7]1[CH:12]=[CH:11][C:10]([C:13]([F:16])([F:15])[F:14])=[CH:9][CH:8]=1.[CH3:17][C:18]1[C:23]([F:24])=[C:22](F)[N:21]=[C:20]([F:26])[C:19]=1[F:27]. (5) Given the product [CH2:1]1[C:5]2([CH2:6][CH2:7][CH2:8][CH2:9]2)[CH2:4][C@@H:3]([C:10]([O:12][CH3:13])=[O:11])[N:2]1[C:14]([O:16][C:17]([CH3:20])([CH3:19])[CH3:18])=[O:15], predict the reactants needed to synthesize it. The reactants are: [CH2:1]1[C:5]2([CH2:9][CH:8]=[CH:7][CH2:6]2)[CH2:4][C@@H:3]([C:10]([O:12][CH3:13])=[O:11])[N:2]1[C:14]([O:16][C:17]([CH3:20])([CH3:19])[CH3:18])=[O:15].